This data is from Catalyst prediction with 721,799 reactions and 888 catalyst types from USPTO. The task is: Predict which catalyst facilitates the given reaction. (1) Reactant: C[O:2][C:3]([C:5]1[C:13]([NH:14][C:15]2[CH:20]=[CH:19][C:18]([Br:21])=[CH:17][C:16]=2[CH3:22])=[C:12]([F:23])[C:8]2[NH:9][CH:10]=[N:11][C:7]=2[CH:6]=1)=O.O.[NH2:25][NH2:26]. Product: [Br:21][C:18]1[CH:19]=[CH:20][C:15]([NH:14][C:13]2[C:5]([C:3]([NH:25][NH2:26])=[O:2])=[CH:6][C:7]3[NH:11][CH:10]=[N:9][C:8]=3[C:12]=2[F:23])=[C:16]([CH3:22])[CH:17]=1. The catalyst class is: 14. (2) Reactant: [CH2:1]([Li])CCC.[CH3:6][O:7][C:8]([C:10]1[S:11][C:12]([C:28]2[CH:33]=[CH:32][CH:31]=[CH:30][CH:29]=2)=[CH:13][C:14]=1[N:15]([CH:25]([CH3:27])[CH3:26])[C:16]([CH:18]1[CH2:23][CH2:22][C:21](=O)[CH2:20][CH2:19]1)=[O:17])=[O:9]. Product: [CH3:6][O:7][C:8]([C:10]1[S:11][C:12]([C:28]2[CH:33]=[CH:32][CH:31]=[CH:30][CH:29]=2)=[CH:13][C:14]=1[N:15]([CH:25]([CH3:26])[CH3:27])[C:16]([CH:18]1[CH2:23][CH2:22][C:21](=[CH2:1])[CH2:20][CH2:19]1)=[O:17])=[O:9]. The catalyst class is: 307. (3) Reactant: [N:1]12[CH2:8][CH2:7][CH:4]([CH2:5][CH2:6]1)[CH:3]([O:9][C:10]1[CH:15]=[CH:14][C:13]([C:16]3[CH:21]=[CH:20][CH:19]=[C:18]([NH2:22])[CH:17]=3)=[CH:12][CH:11]=1)[CH2:2]2.[ClH:23].O1CCOCC1. Product: [ClH:23].[N:1]12[CH2:6][CH2:5][CH:4]([CH2:7][CH2:8]1)[CH:3]([O:9][C:10]1[CH:11]=[CH:12][C:13]([C:16]3[CH:21]=[CH:20][CH:19]=[C:18]([NH2:22])[CH:17]=3)=[CH:14][CH:15]=1)[CH2:2]2. The catalyst class is: 13.